Dataset: Peptide-MHC class II binding affinity with 134,281 pairs from IEDB. Task: Regression. Given a peptide amino acid sequence and an MHC pseudo amino acid sequence, predict their binding affinity value. This is MHC class II binding data. The peptide sequence is MTSRFMTDPHAMRDM. The MHC is HLA-DQA10501-DQB10201 with pseudo-sequence HLA-DQA10501-DQB10201. The binding affinity (normalized) is 0.233.